Regression. Given a peptide amino acid sequence and an MHC pseudo amino acid sequence, predict their binding affinity value. This is MHC class II binding data. From a dataset of Peptide-MHC class II binding affinity with 134,281 pairs from IEDB. The peptide sequence is KGDEQKLRSAGELEL. The MHC is HLA-DPA10201-DPB10501 with pseudo-sequence HLA-DPA10201-DPB10501. The binding affinity (normalized) is 0.0474.